From a dataset of Catalyst prediction with 721,799 reactions and 888 catalyst types from USPTO. Predict which catalyst facilitates the given reaction. (1) Reactant: [CH2:1]([C:3]1[CH:8]=[CH:7][C:6]([CH:9]2[CH2:14][CH:13]([CH2:15][OH:16])[CH2:12][N:11]([C:17]([N:19]3[CH2:24][CH2:23][O:22][CH2:21][CH2:20]3)=[O:18])[CH2:10]2)=[CH:5][CH:4]=1)[CH3:2].CC(OI1(OC(C)=O)(OC(C)=O)OC(=O)C2C=CC=CC1=2)=O. Product: [CH2:1]([C:3]1[CH:8]=[CH:7][C:6]([CH:9]2[CH2:10][N:11]([C:17]([N:19]3[CH2:20][CH2:21][O:22][CH2:23][CH2:24]3)=[O:18])[CH2:12][CH:13]([CH:15]=[O:16])[CH2:14]2)=[CH:5][CH:4]=1)[CH3:2]. The catalyst class is: 4. (2) Reactant: [F:1][C:2]([F:35])([F:34])[C:3]1[CH:4]=[C:5]([C:13]2([C:16]([NH:18][C:19]3[CH:20]=[N:21][C:22](Cl)=[CH:23][C:24]=3[C:25]3[CH:30]=[CH:29][C:28]([F:31])=[CH:27][C:26]=3[CH3:32])=[O:17])[CH2:15][CH2:14]2)[CH:6]=[C:7]([C:9]([F:12])([F:11])[F:10])[CH:8]=1.[CH2:36]1[NH:41][CH2:40][CH2:39][N:38]2[C:42](=[O:45])[CH2:43][CH2:44][C@H:37]12.[C:46](=O)([O-])[O-].[K+].[K+].[NH4+].[Cl-]. Product: [F:1][C:2]([F:35])([F:34])[C:3]1[CH:4]=[C:5]([C:13]2([C:16]([N:18]([C:19]3[CH:20]=[N:21][C:22]([N:41]4[CH2:40][CH2:39][N:38]5[C:42](=[O:45])[CH2:43][CH2:44][C@@H:37]5[CH2:36]4)=[CH:23][C:24]=3[C:25]3[CH:30]=[CH:29][C:28]([F:31])=[CH:27][C:26]=3[CH3:32])[CH3:46])=[O:17])[CH2:15][CH2:14]2)[CH:6]=[C:7]([C:9]([F:12])([F:11])[F:10])[CH:8]=1. The catalyst class is: 16. (3) Reactant: [Cl:1][C:2]1[CH:3]=[C:4]([CH:9]2[CH:15]([CH2:16]O)[O:14][CH2:13][CH2:12][N:11]([C:18]([O:20][C:21]([CH3:24])([CH3:23])[CH3:22])=[O:19])[CH2:10]2)[CH:5]=[CH:6][C:7]=1[Cl:8].[CH2:25]([N:27](CC)CC)C.CS(Cl)(=O)=O.O. Product: [C:25]([CH2:16][CH:15]1[O:14][CH2:13][CH2:12][N:11]([C:18]([O:20][C:21]([CH3:23])([CH3:24])[CH3:22])=[O:19])[CH2:10][CH:9]1[C:4]1[CH:5]=[CH:6][C:7]([Cl:8])=[C:2]([Cl:1])[CH:3]=1)#[N:27]. The catalyst class is: 1. (4) Reactant: [Cl:1][C:2]1[CH:7]=[CH:6][C:5]([N:8]2[CH2:13][CH2:12][NH:11][CH2:10][C:9]2([CH3:15])[CH3:14])=[CH:4][CH:3]=1.[C:16]([O:20][C:21]([NH:23][C@H:24]([CH:28]([CH3:30])[CH3:29])[C:25](O)=[O:26])=[O:22])([CH3:19])([CH3:18])[CH3:17].F[P-](F)(F)(F)(F)F.N1(O[P+](N(C)C)(N(C)C)N(C)C)C2C=CC=CC=2N=N1.CCN(C(C)C)C(C)C. Product: [Cl:1][C:2]1[CH:3]=[CH:4][C:5]([N:8]2[CH2:13][CH2:12][N:11]([C:25](=[O:26])[C@H:24]([NH:23][C:21](=[O:22])[O:20][C:16]([CH3:19])([CH3:18])[CH3:17])[CH:28]([CH3:30])[CH3:29])[CH2:10][C:9]2([CH3:15])[CH3:14])=[CH:6][CH:7]=1. The catalyst class is: 3. (5) Reactant: [OH:1][C:2]1[CH:3]=[CH:4][C:5]2[N:6]([N:8]=[CH:9][C:10]=2[C:11]([O:13][CH3:14])=[O:12])[CH:7]=1.C(=O)([O-])[O-].[K+].[K+].[Cl:21][C:22]1[CH:27]=[C:26]([N+:28]([O-:30])=[O:29])[CH:25]=[CH:24][C:23]=1F. Product: [Cl:21][C:22]1[CH:27]=[C:26]([N+:28]([O-:30])=[O:29])[CH:25]=[CH:24][C:23]=1[O:1][C:2]1[CH:3]=[CH:4][C:5]2[N:6]([N:8]=[CH:9][C:10]=2[C:11]([O:13][CH3:14])=[O:12])[CH:7]=1. The catalyst class is: 9. (6) Product: [OH:1][CH2:2][CH2:3][C:4]1[CH:9]=[CH:8][C:7]([O:10][CH2:18][C:19]([O:21][C:22]([CH3:25])([CH3:24])[CH3:23])=[O:20])=[CH:6][CH:5]=1. The catalyst class is: 10. Reactant: [OH:1][CH2:2][CH2:3][C:4]1[CH:9]=[CH:8][C:7]([OH:10])=[CH:6][CH:5]=1.C(=O)([O-])[O-].[K+].[K+].Br[CH2:18][C:19]([O:21][C:22]([CH3:25])([CH3:24])[CH3:23])=[O:20].